Dataset: Peptide-MHC class II binding affinity with 134,281 pairs from IEDB. Task: Regression. Given a peptide amino acid sequence and an MHC pseudo amino acid sequence, predict their binding affinity value. This is MHC class II binding data. (1) The peptide sequence is QLSALWARFPLPVIP. The MHC is DRB5_0101 with pseudo-sequence DRB5_0101. The binding affinity (normalized) is 0.351. (2) The peptide sequence is NGSAEVHRGAVPRRG. The MHC is DRB1_0401 with pseudo-sequence DRB1_0401. The binding affinity (normalized) is 0.0557. (3) The MHC is HLA-DQA10501-DQB10201 with pseudo-sequence HLA-DQA10501-DQB10201. The peptide sequence is EQCGRQAGGKLCPNN. The binding affinity (normalized) is 0. (4) The peptide sequence is KGQKRIKCFNCGKEGHL. The MHC is DRB1_1501 with pseudo-sequence DRB1_1501. The binding affinity (normalized) is 0.340. (5) The peptide sequence is HSLLRTQRLHKFLVC. The MHC is DRB1_0405 with pseudo-sequence QEFFIASGAAVDAIMEVHFDYYSLQRATYHVGFT. The binding affinity (normalized) is 0.348.